This data is from Catalyst prediction with 721,799 reactions and 888 catalyst types from USPTO. The task is: Predict which catalyst facilitates the given reaction. (1) Reactant: [F:1][C:2]([F:28])([F:27])[C:3]1[CH:22]=[C:21]([C:23]([F:26])([F:25])[F:24])[CH:20]=[CH:19][C:4]=1[CH2:5][O:6][C:7]1[CH:8]=[C:9]([CH2:13][C:14]([O:16]CC)=[O:15])[CH:10]=[CH:11][CH:12]=1.[OH-].[Na+].Cl. Product: [F:1][C:2]([F:27])([F:28])[C:3]1[CH:22]=[C:21]([C:23]([F:25])([F:26])[F:24])[CH:20]=[CH:19][C:4]=1[CH2:5][O:6][C:7]1[CH:8]=[C:9]([CH2:13][C:14]([OH:16])=[O:15])[CH:10]=[CH:11][CH:12]=1. The catalyst class is: 8. (2) Reactant: Cl[C:2]1[N:7]=[CH:6][C:5]([CH2:8][N:9]2[CH:14]=[C:13]([C:15]3[O:19][N:18]=[C:17]([C:20]4[CH:25]=[CH:24][C:23]([O:26][C:27]([F:30])([F:29])[F:28])=[CH:22][CH:21]=4)[N:16]=3)[CH:12]=[CH:11][C:10]2=[O:31])=[CH:4][CH:3]=1.[CH2:32]([NH2:34])[CH3:33]. Product: [CH2:32]([NH:34][C:2]1[N:7]=[CH:6][C:5]([CH2:8][N:9]2[CH:14]=[C:13]([C:15]3[O:19][N:18]=[C:17]([C:20]4[CH:25]=[CH:24][C:23]([O:26][C:27]([F:30])([F:29])[F:28])=[CH:22][CH:21]=4)[N:16]=3)[CH:12]=[CH:11][C:10]2=[O:31])=[CH:4][CH:3]=1)[CH3:33]. The catalyst class is: 6. (3) Reactant: [CH2:1]([O:3][C:4](=[O:10])[C:5]([CH3:9])([CH3:8])[CH2:6][NH2:7])[CH3:2].C(N(CC)C(C)C)(C)C.[F:20][C:21]([F:32])([F:31])[C:22](O[C:22](=[O:23])[C:21]([F:32])([F:31])[F:20])=[O:23]. Product: [CH2:1]([O:3][C:4](=[O:10])[C:5]([CH3:9])([CH3:8])[CH2:6][NH:7][C:22](=[O:23])[C:21]([F:32])([F:31])[F:20])[CH3:2]. The catalyst class is: 4. (4) Reactant: [NH2:1][C:2]1[CH:7]=[CH:6][C:5]([N+:8]([O-:10])=[O:9])=[C:4]([CH3:11])[N:3]=1.[C:12](O[C:12]([O:14][C:15]([CH3:18])([CH3:17])[CH3:16])=[O:13])([O:14][C:15]([CH3:18])([CH3:17])[CH3:16])=[O:13].[OH2:27]. Product: [CH3:11][C:4]1[N:3]=[C:2]([N:1]([C:12]([O:14][C:15]([CH3:18])([CH3:17])[CH3:16])=[O:13])[C:12]([O:14][C:15]([CH3:18])([CH3:17])[CH3:16])=[O:27])[CH:7]=[CH:6][C:5]=1[N+:8]([O-:10])=[O:9]. The catalyst class is: 4. (5) Reactant: [Cl:1][C:2]1[CH:20]=[CH:19][C:5]([O:6][C:7]2[CH:8]=[CH:9][C:10]([CH2:13][C:14](OCC)=[O:15])=[N:11][CH:12]=2)=[CH:4][C:3]=1[C:21]([F:24])([F:23])[F:22].[BH4-].[Na+].O.C(Cl)Cl. Product: [Cl:1][C:2]1[CH:20]=[CH:19][C:5]([O:6][C:7]2[CH:8]=[CH:9][C:10]([CH2:13][CH2:14][OH:15])=[N:11][CH:12]=2)=[CH:4][C:3]=1[C:21]([F:24])([F:22])[F:23]. The catalyst class is: 8.